From a dataset of Full USPTO retrosynthesis dataset with 1.9M reactions from patents (1976-2016). Predict the reactants needed to synthesize the given product. Given the product [Cl:1][C:2]1[CH:10]=[C:6]([C:7]([NH:27][CH:24]([CH3:26])[CH3:25])=[O:9])[CH:5]=[N:4][C:3]=1[Cl:11], predict the reactants needed to synthesize it. The reactants are: [Cl:1][C:2]1[C:3]([Cl:11])=[N:4][CH:5]=[C:6]([CH:10]=1)[C:7]([OH:9])=O.C(N1C=CN=C1)(N1C=CN=C1)=O.[CH:24]([NH2:27])([CH3:26])[CH3:25].